This data is from NCI-60 drug combinations with 297,098 pairs across 59 cell lines. The task is: Regression. Given two drug SMILES strings and cell line genomic features, predict the synergy score measuring deviation from expected non-interaction effect. (1) Drug 1: C1=CN(C(=O)N=C1N)C2C(C(C(O2)CO)O)O.Cl. Drug 2: CCCCC(=O)OCC(=O)C1(CC(C2=C(C1)C(=C3C(=C2O)C(=O)C4=C(C3=O)C=CC=C4OC)O)OC5CC(C(C(O5)C)O)NC(=O)C(F)(F)F)O. Cell line: SNB-19. Synergy scores: CSS=31.9, Synergy_ZIP=-4.37, Synergy_Bliss=-1.98, Synergy_Loewe=-5.40, Synergy_HSA=1.38. (2) Drug 1: CN1C(=O)N2C=NC(=C2N=N1)C(=O)N. Drug 2: CC12CCC3C(C1CCC2O)C(CC4=C3C=CC(=C4)O)CCCCCCCCCS(=O)CCCC(C(F)(F)F)(F)F. Cell line: UO-31. Synergy scores: CSS=1.85, Synergy_ZIP=0.0613, Synergy_Bliss=2.53, Synergy_Loewe=-0.267, Synergy_HSA=-0.342. (3) Drug 1: CCC1=CC2CC(C3=C(CN(C2)C1)C4=CC=CC=C4N3)(C5=C(C=C6C(=C5)C78CCN9C7C(C=CC9)(C(C(C8N6C)(C(=O)OC)O)OC(=O)C)CC)OC)C(=O)OC.C(C(C(=O)O)O)(C(=O)O)O. Drug 2: CC1=C(C=C(C=C1)NC(=O)C2=CC=C(C=C2)CN3CCN(CC3)C)NC4=NC=CC(=N4)C5=CN=CC=C5. Cell line: TK-10. Synergy scores: CSS=25.4, Synergy_ZIP=1.64, Synergy_Bliss=5.74, Synergy_Loewe=-16.0, Synergy_HSA=2.17. (4) Drug 1: CC(CN1CC(=O)NC(=O)C1)N2CC(=O)NC(=O)C2. Drug 2: CC1C(C(CC(O1)OC2CC(CC3=C2C(=C4C(=C3O)C(=O)C5=C(C4=O)C(=CC=C5)OC)O)(C(=O)C)O)N)O.Cl. Cell line: T-47D. Synergy scores: CSS=17.6, Synergy_ZIP=-6.02, Synergy_Bliss=4.09, Synergy_Loewe=3.43, Synergy_HSA=4.68. (5) Drug 1: C1CCC(C1)C(CC#N)N2C=C(C=N2)C3=C4C=CNC4=NC=N3. Cell line: UACC62. Drug 2: CC1=C(C=C(C=C1)C(=O)NC2=CC(=CC(=C2)C(F)(F)F)N3C=C(N=C3)C)NC4=NC=CC(=N4)C5=CN=CC=C5. Synergy scores: CSS=1.46, Synergy_ZIP=4.36, Synergy_Bliss=7.18, Synergy_Loewe=-4.83, Synergy_HSA=-2.38. (6) Drug 1: CCCCCOC(=O)NC1=NC(=O)N(C=C1F)C2C(C(C(O2)C)O)O. Drug 2: COC1=C2C(=CC3=C1OC=C3)C=CC(=O)O2. Cell line: SK-MEL-28. Synergy scores: CSS=-14.9, Synergy_ZIP=6.11, Synergy_Bliss=1.85, Synergy_Loewe=-9.53, Synergy_HSA=-8.64. (7) Drug 1: C1CC(=O)NC(=O)C1N2CC3=C(C2=O)C=CC=C3N. Drug 2: CCCS(=O)(=O)NC1=C(C(=C(C=C1)F)C(=O)C2=CNC3=C2C=C(C=N3)C4=CC=C(C=C4)Cl)F. Cell line: UACC62. Synergy scores: CSS=18.0, Synergy_ZIP=-6.71, Synergy_Bliss=-11.5, Synergy_Loewe=-19.7, Synergy_HSA=-10.3. (8) Drug 1: CN(C)C1=NC(=NC(=N1)N(C)C)N(C)C. Drug 2: C1C(C(OC1N2C=C(C(=O)NC2=O)F)CO)O. Cell line: RPMI-8226. Synergy scores: CSS=48.9, Synergy_ZIP=5.54, Synergy_Bliss=6.63, Synergy_Loewe=0.0752, Synergy_HSA=3.24. (9) Drug 1: C#CCC(CC1=CN=C2C(=N1)C(=NC(=N2)N)N)C3=CC=C(C=C3)C(=O)NC(CCC(=O)O)C(=O)O. Drug 2: C(CN)CNCCSP(=O)(O)O. Cell line: OVCAR-4. Synergy scores: CSS=-3.22, Synergy_ZIP=3.28, Synergy_Bliss=3.42, Synergy_Loewe=-2.96, Synergy_HSA=-2.15.